This data is from Experimentally validated miRNA-target interactions with 360,000+ pairs, plus equal number of negative samples. The task is: Binary Classification. Given a miRNA mature sequence and a target amino acid sequence, predict their likelihood of interaction. (1) The miRNA is mmu-miR-297a-5p with sequence AUGUAUGUGUGCAUGUGCAUGU. The protein sequence of the target gene is MVQQVPENISFPAEEEKILEFWSKHNCFQECLKQSKLRPKFTFYDGPPFATGLPHYGHILAGTIKDIVTRYAHQSGFHVDRRFGWDCHGLPVEYEIDKTLGIKGPEDVAKMGIAEYNKQCRAIVMRYSAEWKSTVTRLGRWIDFDNDYKTLYPQFMESVWWVFKQLYDKGLVYRGVKVMPFSTACGTPLSNFESNQNYKDVQDPSVFVTFPLEEDENTSLVAWTTTPWTLPSNLALCVNPEIQYVKIKDVARGKLFILTEARLSALYKQESDYEILERFPGASLKGKKYKPLFDYFIKCK.... Result: 1 (interaction). (2) Result: 1 (interaction). The miRNA is hsa-miR-3183 with sequence GCCUCUCUCGGAGUCGCUCGGA. The protein sequence of the target gene is MNTADQARVGPADDGPAPSGEEEGEGGGEAGGKEPAADAAPGPSAAFRLMVTRREPAVKLQYAVSGLEPLAWSEDHRVSVSTARSIAVLELICDVHNPGQDLVIHRTSVPAPLNSCLLKVGSKTEVAECKEKFAASKDPTVSQTFMLDRVFNPEGKALPPMRGFKYTSWSPMGCDANGRCLLAALTMDNRLTIQANLNRLQWVQLVDLTEIYGERLYETSYRLSKNEAPEGNLGDFAEFQRRHSMQTPVRMEWSGICTTQQVKHNNECRDVGSVLLAVLFENGNIAVWQFQLPFVGKESI.... (3) The miRNA is mmu-miR-7b-5p with sequence UGGAAGACUUGUGAUUUUGUUGUU. The protein sequence of the target gene is MFGGLSSWLGLKPPEGAAAEGEEPPSRDGDKLSAGAAPSEESPERPVEPTEEQQQQPPTEDPQFLHQAKGLGNYLYNFASAATKKITESVTETAQTIKKSVEEGKIDDILDKTILGDFQKEQKKFVEEQNTKKSEAAVPPWVESHDEETIQQQILALSADKRNFLRDPPAGVQFNFDFDQMYPVALVMLQEDELLSKMRFALVPKLVKEEVFWRNYFYRISLIKQSAQLTALAAQQQASGKEEKSSNRDDNLPLTEAVRPKTPPVVIKSQLKSQEDEEEISTSPGVSEFVSDAFDTCSLN.... Result: 1 (interaction). (4) The protein sequence of the target gene is MRMTMEEMKNEAETTSMVSMPLYAVMYPVFNELERVNLSAAQTLRAAFIKAEKENPGLTQDIIMKILEKKSVEVNFTESLLRMAADDVEEYMIERPEPEFQDLNEKARALKQILSKIPDEINDRVRFLQTIKDIASAIKELLDTVNNVFKKYQYQNRRALEHQKKEFVKYSKSFSDTLKTYFKDGKAINVFVSANRLIHQTNLILQTFKTVA. The miRNA is mmu-miR-692 with sequence AUCUCUUUGAGCGCCUCACUC. Result: 0 (no interaction).